From a dataset of Reaction yield outcomes from USPTO patents with 853,638 reactions. Predict the reaction yield, written as a fraction of the theoretical maximum amount of product (1.0 means a 100% yield; for example, 0.34 means a 34% yield). The yield is 0.320. The catalyst is OS(O)(=O)=O. The product is [C:1]([CH:5]1[CH2:13][C:12]2[C:7](=[CH:8][C:9]([N+:27]([O-:29])=[O:28])=[CH:10][CH:11]=2)[NH:6]1)([CH3:4])([CH3:2])[CH3:3]. The reactants are [C:1]([CH:5]1[CH2:13][C:12]2[C:7](=[CH:8][CH:9]=[CH:10][CH:11]=2)[NH:6]1)([CH3:4])([CH3:3])[CH3:2].C(C1NC2C(C=1)=CC=CC=2)(C)(C)C.[N+:27]([O-])([O-:29])=[O:28].[K+].C([O-])([O-])=O.[Na+].[Na+].